Dataset: NCI-60 drug combinations with 297,098 pairs across 59 cell lines. Task: Regression. Given two drug SMILES strings and cell line genomic features, predict the synergy score measuring deviation from expected non-interaction effect. (1) Drug 1: C1=NC(=NC(=O)N1C2C(C(C(O2)CO)O)O)N. Drug 2: CCN(CC)CCCC(C)NC1=C2C=C(C=CC2=NC3=C1C=CC(=C3)Cl)OC. Cell line: MOLT-4. Synergy scores: CSS=47.0, Synergy_ZIP=-4.66, Synergy_Bliss=0.675, Synergy_Loewe=-1.20, Synergy_HSA=1.16. (2) Drug 1: CC12CCC(CC1=CCC3C2CCC4(C3CC=C4C5=CN=CC=C5)C)O. Drug 2: CN(C(=O)NC(C=O)C(C(C(CO)O)O)O)N=O. Cell line: SF-295. Synergy scores: CSS=0.730, Synergy_ZIP=-4.17, Synergy_Bliss=-8.87, Synergy_Loewe=-7.18, Synergy_HSA=-7.05. (3) Cell line: MCF7. Drug 1: C1CC(=O)NC(=O)C1N2CC3=C(C2=O)C=CC=C3N. Synergy scores: CSS=8.36, Synergy_ZIP=-3.86, Synergy_Bliss=-3.12, Synergy_Loewe=-7.24, Synergy_HSA=-0.0780. Drug 2: COC1=C(C=C2C(=C1)N=CN=C2NC3=CC(=C(C=C3)F)Cl)OCCCN4CCOCC4. (4) Drug 1: CCCCCOC(=O)NC1=NC(=O)N(C=C1F)C2C(C(C(O2)C)O)O. Drug 2: CC1CCC2CC(C(=CC=CC=CC(CC(C(=O)C(C(C(=CC(C(=O)CC(OC(=O)C3CCCCN3C(=O)C(=O)C1(O2)O)C(C)CC4CCC(C(C4)OC)O)C)C)O)OC)C)C)C)OC. Cell line: MDA-MB-435. Synergy scores: CSS=13.8, Synergy_ZIP=-3.81, Synergy_Bliss=3.11, Synergy_Loewe=-9.49, Synergy_HSA=3.06. (5) Drug 1: CS(=O)(=O)C1=CC(=C(C=C1)C(=O)NC2=CC(=C(C=C2)Cl)C3=CC=CC=N3)Cl. Drug 2: CCC1(CC2CC(C3=C(CCN(C2)C1)C4=CC=CC=C4N3)(C5=C(C=C6C(=C5)C78CCN9C7C(C=CC9)(C(C(C8N6C)(C(=O)OC)O)OC(=O)C)CC)OC)C(=O)OC)O.OS(=O)(=O)O. Cell line: IGROV1. Synergy scores: CSS=41.1, Synergy_ZIP=4.20, Synergy_Bliss=9.59, Synergy_Loewe=-8.16, Synergy_HSA=9.15. (6) Drug 1: C1=NNC2=C1C(=O)NC=N2. Drug 2: C1CNP(=O)(OC1)N(CCCl)CCCl. Cell line: A549. Synergy scores: CSS=-2.33, Synergy_ZIP=0.436, Synergy_Bliss=-3.33, Synergy_Loewe=-0.399, Synergy_HSA=-5.48. (7) Drug 1: CC1C(C(CC(O1)OC2CC(OC(C2O)C)OC3=CC4=CC5=C(C(=O)C(C(C5)C(C(=O)C(C(C)O)O)OC)OC6CC(C(C(O6)C)O)OC7CC(C(C(O7)C)O)OC8CC(C(C(O8)C)O)(C)O)C(=C4C(=C3C)O)O)O)O. Drug 2: CN(CCCl)CCCl.Cl. Cell line: HT29. Synergy scores: CSS=59.1, Synergy_ZIP=1.18, Synergy_Bliss=6.63, Synergy_Loewe=-22.9, Synergy_HSA=-1.40. (8) Drug 1: C1=NC(=NC(=O)N1C2C(C(C(O2)CO)O)O)N. Drug 2: C1C(C(OC1N2C=NC(=NC2=O)N)CO)O. Cell line: SR. Synergy scores: CSS=59.4, Synergy_ZIP=-10.8, Synergy_Bliss=-12.8, Synergy_Loewe=-6.44, Synergy_HSA=-5.46. (9) Drug 1: C1C(C(OC1N2C=C(C(=O)NC2=O)F)CO)O. Drug 2: CC1=C(N=C(N=C1N)C(CC(=O)N)NCC(C(=O)N)N)C(=O)NC(C(C2=CN=CN2)OC3C(C(C(C(O3)CO)O)O)OC4C(C(C(C(O4)CO)O)OC(=O)N)O)C(=O)NC(C)C(C(C)C(=O)NC(C(C)O)C(=O)NCCC5=NC(=CS5)C6=NC(=CS6)C(=O)NCCC[S+](C)C)O. Cell line: NCI/ADR-RES. Synergy scores: CSS=35.3, Synergy_ZIP=-0.744, Synergy_Bliss=-1.56, Synergy_Loewe=-5.36, Synergy_HSA=-1.51. (10) Drug 1: CCN(CC)CCNC(=O)C1=C(NC(=C1C)C=C2C3=C(C=CC(=C3)F)NC2=O)C. Drug 2: C(CCl)NC(=O)N(CCCl)N=O. Cell line: DU-145. Synergy scores: CSS=-0.209, Synergy_ZIP=3.22, Synergy_Bliss=3.46, Synergy_Loewe=0.951, Synergy_HSA=-0.0511.